This data is from Catalyst prediction with 721,799 reactions and 888 catalyst types from USPTO. The task is: Predict which catalyst facilitates the given reaction. (1) Reactant: [OH:1][C@@:2]1([C:33]([F:36])([F:35])[F:34])[C:14]2[CH:13]=[C:12]([O:15][CH2:16][CH2:17][C:18]([OH:21])([CH3:20])[CH3:19])[CH:11]=[C:10]([C:22]3[CH:23]=[N:24][N:25]([C:27]([CH3:32])([CH3:31])[C:28]([OH:30])=O)[CH:26]=3)[C:9]=2[C:8]2[C:3]1=[CH:4][CH:5]=[CH:6][CH:7]=2.O[N:38]1C2C=CC=CC=2N=N1.C(N=C=NCCCN(C)C)C.N.Cl. Product: [OH:1][C@@:2]1([C:33]([F:35])([F:34])[F:36])[C:14]2[CH:13]=[C:12]([O:15][CH2:16][CH2:17][C:18]([OH:21])([CH3:20])[CH3:19])[CH:11]=[C:10]([C:22]3[CH:23]=[N:24][N:25]([C:27]([CH3:32])([CH3:31])[C:28]([NH2:38])=[O:30])[CH:26]=3)[C:9]=2[C:8]2[C:3]1=[CH:4][CH:5]=[CH:6][CH:7]=2. The catalyst class is: 35. (2) Reactant: [CH:1]([N:14]1[CH2:19][CH2:18][N:17]([NH:20][C:21](=[O:32])[CH2:22][N:23](C(OC(C)(C)C)=O)[CH3:24])[CH2:16][CH2:15]1)([C:8]1[CH:13]=[CH:12][CH:11]=[CH:10][CH:9]=1)[C:2]1[CH:7]=[CH:6][CH:5]=[CH:4][CH:3]=1.FC(F)(F)C(O)=O. Product: [CH:1]([N:14]1[CH2:15][CH2:16][N:17]([NH:20][C:21](=[O:32])[CH2:22][NH:23][CH3:24])[CH2:18][CH2:19]1)([C:2]1[CH:7]=[CH:6][CH:5]=[CH:4][CH:3]=1)[C:8]1[CH:13]=[CH:12][CH:11]=[CH:10][CH:9]=1. The catalyst class is: 2. (3) Reactant: [CH2:1]([O:8][C:9]1[CH:14]=[CH:13][N:12]([C:15]2[CH:16]=[CH:17][C:18]3[C:19]4[CH2:28][NH:27][CH2:26][CH2:25][C:20]=4[N:21]([CH3:24])[C:22]=3[CH:23]=2)[C:11](=[O:29])[CH:10]=1)[C:2]1[CH:7]=[CH:6][CH:5]=[CH:4][CH:3]=1.O=[C:31]1[CH2:36][CH2:35][N:34]([C:37]([O:39][C:40]([CH3:43])([CH3:42])[CH3:41])=[O:38])[CH2:33][CH2:32]1. Product: [CH2:1]([O:8][C:9]1[CH:14]=[CH:13][N:12]([C:15]2[CH:16]=[CH:17][C:18]3[C:19]4[CH2:28][N:27]([CH:31]5[CH2:36][CH2:35][N:34]([C:37]([O:39][C:40]([CH3:43])([CH3:42])[CH3:41])=[O:38])[CH2:33][CH2:32]5)[CH2:26][CH2:25][C:20]=4[N:21]([CH3:24])[C:22]=3[CH:23]=2)[C:11](=[O:29])[CH:10]=1)[C:2]1[CH:3]=[CH:4][CH:5]=[CH:6][CH:7]=1. The catalyst class is: 585. (4) Reactant: [CH3:1][N:2]([C:6]1[CH:11]=[CH:10][CH:9]=[CH:8][CH:7]=1)[C:3](Cl)=[O:4].[OH:12][C:13]1[N:18]=[CH:17][C:16]([N:19]2[C:23](=[O:24])[CH2:22][CH2:21][C:20]2=[O:25])=[CH:15][CH:14]=1.N12CCN(CC1)CC2. Product: [O:25]=[C:20]1[CH2:21][CH2:22][C:23](=[O:24])[N:19]1[C:16]1[CH:15]=[CH:14][C:13]([O:12][C:3](=[O:4])[N:2]([CH3:1])[C:6]2[CH:11]=[CH:10][CH:9]=[CH:8][CH:7]=2)=[N:18][CH:17]=1. The catalyst class is: 7. (5) Reactant: [C:1]1([S:7]([N:10]2[C:14]3=[N:15][CH:16]=[C:17]([O:19][CH3:20])[CH:18]=[C:13]3[CH:12]=[C:11]2[C:21](=[O:29])[CH2:22][CH:23]2[CH2:28][CH2:27][CH2:26][CH2:25][CH2:24]2)(=[O:9])=[O:8])[CH:6]=[CH:5][CH:4]=[CH:3][CH:2]=1.C[Si]([N-][Si](C)(C)C)(C)C.[Li+].[C:40]1([CH3:60])[CH:45]=[CH:44][C:43]([S:46](O[S:46]([C:43]2[CH:44]=[CH:45][C:40]([CH3:60])=[CH:41][CH:42]=2)(=[O:48])=[O:47])(=[O:48])=[O:47])=[CH:42][CH:41]=1. Product: [C:1]1([S:7]([N:10]2[C:14]3=[N:15][CH:16]=[C:17]([O:19][CH3:20])[CH:18]=[C:13]3[CH:12]=[C:11]2[C:21]([O:29][S:46]([C:43]2[CH:44]=[CH:45][C:40]([CH3:60])=[CH:41][CH:42]=2)(=[O:48])=[O:47])=[CH:22][CH:23]2[CH2:24][CH2:25][CH2:26][CH2:27][CH2:28]2)(=[O:9])=[O:8])[CH:2]=[CH:3][CH:4]=[CH:5][CH:6]=1. The catalyst class is: 7. (6) Reactant: [CH2:1]([N:8]1[CH2:13][CH2:12][CH:11]([NH:14][C:15]2[N:16]=[N:17][C:18](Cl)=[CH:19][CH:20]=2)[CH2:10][CH2:9]1)[C:2]1[CH:7]=[CH:6][CH:5]=[CH:4][CH:3]=1.[CH3:22][N:23](C)C=O. Product: [CH2:1]([N:8]1[CH2:13][CH2:12][CH:11]([NH:14][C:15]2[N:16]=[N:17][C:18]([C:22]#[N:23])=[CH:19][CH:20]=2)[CH2:10][CH2:9]1)[C:2]1[CH:7]=[CH:6][CH:5]=[CH:4][CH:3]=1. The catalyst class is: 267.